This data is from Full USPTO retrosynthesis dataset with 1.9M reactions from patents (1976-2016). The task is: Predict the reactants needed to synthesize the given product. (1) Given the product [C:37]([O:41][C:42]([N:44]1[CH2:49][CH2:48][C:47]([C:2]2[CH:25]=[CH:24][C:5]([O:6][C:7]3[CH:12]=[CH:11][C:10]([NH:13][C:14](=[O:23])[C:15]4[CH:20]=[CH:19][C:18]([Cl:21])=[C:17]([Cl:22])[CH:16]=4)=[CH:9][CH:8]=3)=[CH:4][CH:3]=2)([OH:50])[CH2:46][CH2:45]1)=[O:43])([CH3:40])([CH3:38])[CH3:39], predict the reactants needed to synthesize it. The reactants are: Br[C:2]1[CH:25]=[CH:24][C:5]([O:6][C:7]2[CH:12]=[CH:11][C:10]([NH:13][C:14](=[O:23])[C:15]3[CH:20]=[CH:19][C:18]([Cl:21])=[C:17]([Cl:22])[CH:16]=3)=[CH:9][CH:8]=2)=[CH:4][CH:3]=1.CCCCCC.C([Li])CCC.[C:37]([O:41][C:42]([N:44]1[CH2:49][CH2:48][C:47](=[O:50])[CH2:46][CH2:45]1)=[O:43])([CH3:40])([CH3:39])[CH3:38].[Cl-].[NH4+]. (2) Given the product [CH2:1]([O:3][C:4]([C:6]1[N:7]([C:26]2[CH:31]=[CH:30][C:29]([O:32][CH:33]([CH3:35])[CH3:34])=[CH:28][CH:27]=2)[C:8]2[C:13]([C:14]=1[NH:45][C:42](=[O:44])[CH3:43])=[CH:12][C:11]([C:16]1[CH:21]=[CH:20][C:19]([O:22][CH:23]([CH3:25])[CH3:24])=[CH:18][CH:17]=1)=[CH:10][CH:9]=2)=[O:5])[CH3:2], predict the reactants needed to synthesize it. The reactants are: [CH2:1]([O:3][C:4]([C:6]1[N:7]([C:26]2[CH:31]=[CH:30][C:29]([O:32][CH:33]([CH3:35])[CH3:34])=[CH:28][CH:27]=2)[C:8]2[C:13]([C:14]=1Br)=[CH:12][C:11]([C:16]1[CH:21]=[CH:20][C:19]([O:22][CH:23]([CH3:25])[CH3:24])=[CH:18][CH:17]=1)=[CH:10][CH:9]=2)=[O:5])[CH3:2].CNCCNC.[C:42]([NH2:45])(=[O:44])[CH3:43].[O-]P([O-])([O-])=O.[K+].[K+].[K+]. (3) Given the product [CH2:56]([O:63][C:64](=[O:72])[CH2:65][C@@H:66]([NH:71][C:34](=[O:35])[CH2:33][CH2:32][CH2:31][CH2:30][CH2:29][O:28][CH2:27][CH2:26][CH2:25][C:19]1[CH:24]=[CH:23][CH:22]=[CH:21][CH:20]=1)[CH2:67][N:68]([CH3:69])[CH3:70])[C:57]1[CH:62]=[CH:61][CH:60]=[CH:59][CH:58]=1, predict the reactants needed to synthesize it. The reactants are: C(O)CCCCCO.BrCCCC1C=CC=CC=1.[C:19]1([CH2:25][CH2:26][CH2:27][O:28][CH2:29][CH2:30][CH2:31][CH2:32][CH2:33][CH2:34][OH:35])[CH:24]=[CH:23][CH:22]=[CH:21][CH:20]=1.C1(CCCOCCCCCC(O)=O)C=CC=CC=1.Cl.Cl.[CH2:56]([O:63][C:64](=[O:72])[CH2:65][C@@H:66]([NH2:71])[CH2:67][N:68]([CH3:70])[CH3:69])[C:57]1[CH:62]=[CH:61][CH:60]=[CH:59][CH:58]=1. (4) The reactants are: [O:1]1[C:5]([C:6]2[CH:11]=[CH:10][C:9]([NH:12][C:13]3[N:14]=[C:15]([N:23]([C:27]4[CH:32]=[CH:31][CH:30]=[CH:29][CH:28]=4)[CH2:24][CH2:25][OH:26])[C:16]4[CH2:22][NH:21][CH2:20][CH2:19][C:17]=4[N:18]=3)=[CH:8][CH:7]=2)=[CH:4][N:3]=[CH:2]1.C(O)(=O)C.[CH:37](=O)[CH2:38][CH3:39].C([BH3-])#N.[Na+]. Given the product [O:1]1[C:5]([C:6]2[CH:11]=[CH:10][C:9]([NH:12][C:13]3[N:14]=[C:15]([N:23]([C:27]4[CH:28]=[CH:29][CH:30]=[CH:31][CH:32]=4)[CH2:24][CH2:25][OH:26])[C:16]4[CH2:22][N:21]([CH2:37][CH2:38][CH3:39])[CH2:20][CH2:19][C:17]=4[N:18]=3)=[CH:8][CH:7]=2)=[CH:4][N:3]=[CH:2]1, predict the reactants needed to synthesize it. (5) The reactants are: [Br:1][C:2]1[CH:9]=[CH:8][C:5]([CH:6]=[CH2:7])=[CH:4][CH:3]=1.[FH:10].F.F.C(N(CC)CC)C.[Br:20]N1C(=O)CCC1=O. Given the product [Br:1][C:2]1[CH:9]=[CH:8][C:5]([CH:6]([F:10])[CH2:7][Br:20])=[CH:4][CH:3]=1, predict the reactants needed to synthesize it. (6) Given the product [Cl:26][C:25]1[CH:2]=[CH:3][C:4]([O:5][CH:6]2[CH2:11][CH2:10][N:9]([S:12]([C:33]3[C:29]([C:28]([F:27])([F:36])[F:37])=[N:30][N:31]([CH3:35])[C:32]=3[CH3:34])(=[O:14])=[O:13])[CH2:8][CH2:7]2)=[CH:23][CH:24]=1, predict the reactants needed to synthesize it. The reactants are: Cl[C:2]1[CH:3]=[C:4]([CH:23]=[CH:24][C:25]=1[Cl:26])[O:5][CH:6]1[CH2:11][CH2:10][N:9]([S:12](C2C(C)=NN(C)C=2C)(=[O:14])=[O:13])[CH2:8][CH2:7]1.[F:27][C:28]([F:37])([F:36])[C:29]1[CH:33]=[C:32]([CH3:34])[N:31]([CH3:35])[N:30]=1.Cl.ClC1C=CC(OC2CCNCC2)=CC=1. (7) Given the product [F:1][C:2]1[CH:7]=[CH:6][C:5]([NH:8][C:9]2[CH:14]=[CH:13][N:12]=[C:11]([NH:15][C:16]3[CH:17]=[CH:18][C:19]([S:22]([N:25]([CH:26]4[CH2:31][CH2:30][N:29]([CH2:33][CH:34]([CH3:37])[CH3:35])[CH2:28][CH2:27]4)[CH3:32])(=[O:23])=[O:24])=[CH:20][CH:21]=3)[N:10]=2)=[CH:4][CH:3]=1, predict the reactants needed to synthesize it. The reactants are: [F:1][C:2]1[CH:7]=[CH:6][C:5]([NH:8][C:9]2[CH:14]=[CH:13][N:12]=[C:11]([NH:15][C:16]3[CH:21]=[CH:20][C:19]([S:22]([N:25]([CH3:32])[CH:26]4[CH2:31][CH2:30][NH:29][CH2:28][CH2:27]4)(=[O:24])=[O:23])=[CH:18][CH:17]=3)[N:10]=2)=[CH:4][CH:3]=1.[CH3:33][CH:34]([CH3:37])[CH:35]=O. (8) Given the product [CH3:34][O:35][C:36](=[O:58])[C@@H:37]([NH:41][S:42]([C:45]1[CH:50]=[CH:49][C:48]([C:51]2[CH:52]=[CH:53][C:54]([NH:57][C:20]([C:3]3[O:4][C:5]4[CH:10]=[CH:9][CH:8]=[C:7]([C:11]5[CH:16]=[CH:15][CH:14]=[C:13]([N+:17]([O-:19])=[O:18])[CH:12]=5)[C:6]=4[C:2]=3[CH3:1])=[O:21])=[CH:55][CH:56]=2)=[CH:47][CH:46]=1)(=[O:44])=[O:43])[CH:38]([CH3:40])[CH3:39], predict the reactants needed to synthesize it. The reactants are: [CH3:1][C:2]1[C:6]2[C:7]([C:11]3[CH:16]=[CH:15][CH:14]=[C:13]([N+:17]([O-:19])=[O:18])[CH:12]=3)=[CH:8][CH:9]=[CH:10][C:5]=2[O:4][C:3]=1[C:20](O)=[O:21].C(Cl)(=O)C(Cl)=O.CN(C=O)C.[CH3:34][O:35][C:36](=[O:58])[C@@H:37]([NH:41][S:42]([C:45]1[CH:50]=[CH:49][C:48]([C:51]2[CH:56]=[CH:55][C:54]([NH2:57])=[CH:53][CH:52]=2)=[CH:47][CH:46]=1)(=[O:44])=[O:43])[CH:38]([CH3:40])[CH3:39]. (9) Given the product [Br:11][C:4]1[C:5]([OH:10])=[C:6]([CH:9]=[C:2]([CH3:1])[CH:3]=1)[CH:7]=[O:8], predict the reactants needed to synthesize it. The reactants are: [CH3:1][C:2]1[CH:9]=[C:6]([CH:7]=[O:8])[C:5]([OH:10])=[CH:4][CH:3]=1.[Br:11]N1C(=O)CCC1=O. (10) Given the product [C:41]1([CH:37]([C:31]2[CH:32]=[CH:33][CH:34]=[CH:35][CH:36]=2)[CH2:38][CH2:39][NH:40][CH2:25][C:17](=[CH2:18])[CH2:3][N:4]2[CH2:5][CH2:6][N:7]([C:10]([O:12][C:13]([CH3:14])([CH3:15])[CH3:16])=[O:11])[CH2:8][CH2:9]2)[CH:42]=[CH:43][CH:44]=[CH:45][CH:46]=1, predict the reactants needed to synthesize it. The reactants are: ClC(=C)[CH:3]([CH2:17][C:18]1C=CC=CC=1)[N:4]1[CH2:9][CH2:8][N:7]([C:10]([O:12][C:13]([CH3:16])([CH3:15])[CH3:14])=[O:11])[CH2:6][CH2:5]1.[C:25]([O-])([O-])=O.[K+].[K+].[C:31]1([CH:37]([C:41]2[CH:46]=[CH:45][CH:44]=[CH:43][CH:42]=2)[CH2:38][CH2:39][NH2:40])[CH:36]=[CH:35][CH:34]=[CH:33][CH:32]=1.